From a dataset of Full USPTO retrosynthesis dataset with 1.9M reactions from patents (1976-2016). Predict the reactants needed to synthesize the given product. The reactants are: [F:1][C:2]([F:12])([C:8]([F:11])([F:10])[F:9])[C:3]([O:5][CH2:6][CH3:7])=[O:4].[BH4-].[Na+].Cl. Given the product [CH2:6]([O:5][CH:3]([OH:4])[C:2]([F:12])([F:1])[C:8]([F:10])([F:11])[F:9])[CH3:7], predict the reactants needed to synthesize it.